Dataset: NCI-60 drug combinations with 297,098 pairs across 59 cell lines. Task: Regression. Given two drug SMILES strings and cell line genomic features, predict the synergy score measuring deviation from expected non-interaction effect. (1) Drug 2: C(CN)CNCCSP(=O)(O)O. Cell line: EKVX. Drug 1: C(CCl)NC(=O)N(CCCl)N=O. Synergy scores: CSS=-4.40, Synergy_ZIP=5.93, Synergy_Bliss=5.94, Synergy_Loewe=-5.09, Synergy_HSA=-4.46. (2) Drug 1: CN(C(=O)NC(C=O)C(C(C(CO)O)O)O)N=O. Drug 2: CCC1(C2=C(COC1=O)C(=O)N3CC4=CC5=C(C=CC(=C5CN(C)C)O)N=C4C3=C2)O.Cl. Cell line: TK-10. Synergy scores: CSS=-16.3, Synergy_ZIP=7.80, Synergy_Bliss=-1.37, Synergy_Loewe=-25.0, Synergy_HSA=-18.2.